This data is from Reaction yield outcomes from USPTO patents with 853,638 reactions. The task is: Predict the reaction yield, written as a fraction of the theoretical maximum amount of product (1.0 means a 100% yield; for example, 0.34 means a 34% yield). (1) The reactants are [NH2:1][C:2]1[N:7]=[N:6][C:5]([N:8]2[CH2:13][CH2:12][N:11]([C:14]([C:16]3[CH:21]=[CH:20][CH:19]=[CH:18][C:17]=3[C:22]([F:25])([F:24])[F:23])=[O:15])[CH2:10][CH2:9]2)=[CH:4][CH:3]=1.[C:26]([N:33]1[CH:37]=[CH:36]N=C1)(N1C=CN=C1)=[O:27].[CH:38]1([CH2:41]CCN)[CH2:40][CH2:39]1. The catalyst is ClCCl. The product is [CH:38]1([CH2:41][CH2:36][CH2:37][NH:33][C:26]([NH:1][C:2]2[N:7]=[N:6][C:5]([N:8]3[CH2:9][CH2:10][N:11]([C:14](=[O:15])[C:16]4[CH:21]=[CH:20][CH:19]=[CH:18][C:17]=4[C:22]([F:25])([F:24])[F:23])[CH2:12][CH2:13]3)=[CH:4][CH:3]=2)=[O:27])[CH2:40][CH2:39]1. The yield is 0.0850. (2) The reactants are [CH:1]1([S:4][C:5]2[CH:12]=[CH:11][CH:10]=[CH:9][C:6]=2[C:7]#[N:8])[CH2:3][CH2:2]1.[ClH:13]. The catalyst is C1COCC1. The product is [ClH:13].[CH:1]1([S:4][C:5]2[CH:12]=[CH:11][CH:10]=[CH:9][C:6]=2[CH2:7][NH2:8])[CH2:3][CH2:2]1. The yield is 0.790.